From a dataset of Catalyst prediction with 721,799 reactions and 888 catalyst types from USPTO. Predict which catalyst facilitates the given reaction. Reactant: [OH:1][C@@H:2]1[C@H:6]2[N:7](C(OCC3C=CC=CC=3)=O)[CH2:8][C@@H:9]([O:10][S:11]([C:14]3[CH:20]=[CH:19][C:17]([CH3:18])=[CH:16][CH:15]=3)(=[O:13])=[O:12])[C@H:5]2[O:4][CH2:3]1.[H][H]. Product: [CH3:18][C:17]1[CH:19]=[CH:20][C:14]([S:11]([O:10][C@@H:9]2[CH2:8][NH:7][C@@H:6]3[C@@H:2]([OH:1])[CH2:3][O:4][C@H:5]23)(=[O:13])=[O:12])=[CH:15][CH:16]=1. The catalyst class is: 63.